From a dataset of Full USPTO retrosynthesis dataset with 1.9M reactions from patents (1976-2016). Predict the reactants needed to synthesize the given product. Given the product [F:1][C:2]1[CH:7]=[CH:6][CH:5]=[C:4]([F:8])[C:3]=1[C:9]1[O:10][C:11]([C:17]2[CH:18]=[CH:19][C:20]([O:23][CH2:25][CH:26]3[O:31][CH2:30][CH2:29][NH:28][CH2:27]3)=[CH:21][CH:22]=2)=[C:12]([C:14]([NH2:16])=[O:15])[N:13]=1, predict the reactants needed to synthesize it. The reactants are: [F:1][C:2]1[CH:7]=[CH:6][CH:5]=[C:4]([F:8])[C:3]=1[C:9]1[O:10][C:11]([C:17]2[CH:22]=[CH:21][C:20]([OH:23])=[CH:19][CH:18]=2)=[C:12]([C:14]([NH2:16])=[O:15])[N:13]=1.Cl[CH2:25][CH:26]1[O:31][CH2:30][CH2:29][N:28](CC2C=CC=CC=2)[CH2:27]1.COC1C=CC(C2NC(C(N)=O)=C(C3C=CC(OC)=CC=3)N=2)=CC=1.